From a dataset of Full USPTO retrosynthesis dataset with 1.9M reactions from patents (1976-2016). Predict the reactants needed to synthesize the given product. (1) Given the product [NH:45]1[C:46]2[C:51](=[CH:50][CH:49]=[CH:48][CH:47]=2)[C:43]([C:40]2[CH2:39][CH2:38][N:37]([C:4](=[O:5])[C@:3]([C@H:7]([C:18]3[CH:23]=[CH:22][CH:21]=[CH:20][C:19]=3[O:24][CH3:25])[C:8]3[C:17]4[C:12](=[CH:13][CH:14]=[CH:15][CH:16]=4)[CH:11]=[CH:10][CH:9]=3)([CH3:26])[C:1]#[N:2])[CH2:42][CH:41]=2)=[CH:44]1, predict the reactants needed to synthesize it. The reactants are: [C:1]([C@:3]([CH3:26])([C@H:7]([C:18]1[CH:23]=[CH:22][CH:21]=[CH:20][C:19]=1[O:24][CH3:25])[C:8]1[C:17]2[C:12](=[CH:13][CH:14]=[CH:15][CH:16]=2)[CH:11]=[CH:10][CH:9]=1)[C:4](O)=[O:5])#[N:2].ON1C2C=CC=CC=2N=N1.[NH:37]1[CH2:42][CH:41]=[C:40]([C:43]2[C:51]3[C:46](=[CH:47][CH:48]=[CH:49][CH:50]=3)[NH:45][CH:44]=2)[CH2:39][CH2:38]1. (2) Given the product [F:25][C:22]([F:23])([F:24])[O:21][C:18]1[CH:17]=[CH:16][C:15]([S:14][C:10]2[C:9](=[O:26])[NH:8][CH:13]=[CH:12][N:11]=2)=[CH:20][CH:19]=1, predict the reactants needed to synthesize it. The reactants are: COC1C=CC(C[N:8]2[CH:13]=[CH:12][N:11]=[C:10]([S:14][C:15]3[CH:20]=[CH:19][C:18]([O:21][C:22]([F:25])([F:24])[F:23])=[CH:17][CH:16]=3)[C:9]2=[O:26])=CC=1. (3) Given the product [CH3:9][N:6]1[C:7](=[O:8])[C:2]([C:29]2[CH:30]=[N:26][NH:27][CH:28]=2)=[C:3]2[C:12](=[O:13])[N:11]([CH2:14][CH2:15][C:16]3[CH:25]=[CH:24][C:23]4[C:18](=[CH:19][CH:20]=[CH:21][CH:22]=4)[N:17]=3)[CH2:10][C:4]2=[CH:5]1, predict the reactants needed to synthesize it. The reactants are: Cl[C:2]1[C:7](=[O:8])[N:6]([CH3:9])[CH:5]=[C:4]2[CH2:10][N:11]([CH2:14][CH2:15][C:16]3[CH:25]=[CH:24][C:23]4[C:18](=[CH:19][CH:20]=[CH:21][CH:22]=4)[N:17]=3)[C:12](=[O:13])[C:3]=12.[NH:26]1[CH:30]=[C:29](B(O)O)[CH:28]=[N:27]1. (4) Given the product [C:1]([C:5]1[CH:6]=[CH:7][C:8]([CH:11]([NH2:19])[CH3:12])=[N:9][CH:10]=1)([CH3:4])([CH3:3])[CH3:2], predict the reactants needed to synthesize it. The reactants are: [C:1]([C:5]1[CH:6]=[CH:7][C:8]([C:11](=O)[CH3:12])=[N:9][CH:10]=1)([CH3:4])([CH3:3])[CH3:2].C(O)C.[BH4-].[Na+].[NH3:19]. (5) Given the product [ClH:36].[CH2:22]([N:24]([CH2:28][CH2:29][O:1][C:2]1[CH:9]=[CH:8][C:5]([CH:6]=[O:7])=[C:4]([N+:10]([O-:12])=[O:11])[C:3]=1[O:13][CH3:14])[CH2:25][CH3:26])[CH3:23], predict the reactants needed to synthesize it. The reactants are: [OH:1][C:2]1[CH:9]=[CH:8][C:5]([CH:6]=[O:7])=[C:4]([N+:10]([O-:12])=[O:11])[C:3]=1[O:13][CH3:14].C(=O)([O-])[O-].[K+].[K+].Br.[CH2:22]([N:24]([CH2:28][CH3:29])[CH2:25][CH2:26]Br)[CH3:23].C(OCC)(=O)C.[ClH:36]. (6) Given the product [NH:32]1[C:40]2[C:35](=[CH:36][CH:37]=[C:38]([NH:41][CH:2]=[C:3]3[C:11]4[C:6](=[CH:7][C:8]([C:12]([C:14]5[CH:15]=[CH:16][C:17]([NH:20][C:21]([C:23]6[N:24]([CH2:29][CH3:30])[N:25]=[C:26]([CH3:28])[CH:27]=6)=[O:22])=[CH:18][CH:19]=5)=[O:13])=[CH:9][CH:10]=4)[NH:5][C:4]3=[O:31])[CH:39]=2)[CH:34]=[N:33]1, predict the reactants needed to synthesize it. The reactants are: O[CH:2]=[C:3]1[C:11]2[C:6](=[CH:7][C:8]([C:12]([C:14]3[CH:19]=[CH:18][C:17]([NH:20][C:21]([C:23]4[N:24]([CH2:29][CH3:30])[N:25]=[C:26]([CH3:28])[CH:27]=4)=[O:22])=[CH:16][CH:15]=3)=[O:13])=[CH:9][CH:10]=2)[NH:5][C:4]1=[O:31].[NH:32]1[C:40]2[C:35](=[CH:36][CH:37]=[C:38]([NH2:41])[CH:39]=2)[CH:34]=[N:33]1. (7) Given the product [Cl:28][C:29]1[N:34]=[CH:33][C:32]([S:35]([N:11]2[CH2:10][C:9](=[O:13])[N:8]([C:14]3[CH:18]=[C:17]([C:19]4[CH:20]=[CH:21][CH:22]=[CH:23][CH:24]=4)[S:16][C:15]=3[C:25]([OH:27])=[O:26])[C@H:7]([CH:1]3[CH2:2][CH2:3][CH2:4][CH2:5][CH2:6]3)[CH2:12]2)(=[O:37])=[O:36])=[CH:31][CH:30]=1, predict the reactants needed to synthesize it. The reactants are: [CH:1]1([CH:7]2[CH2:12][NH:11][CH2:10][C:9](=[O:13])[N:8]2[C:14]2[CH:18]=[C:17]([C:19]3[CH:24]=[CH:23][CH:22]=[CH:21][CH:20]=3)[S:16][C:15]=2[C:25]([OH:27])=[O:26])[CH2:6][CH2:5][CH2:4][CH2:3][CH2:2]1.[Cl:28][C:29]1[N:34]=[CH:33][C:32]([S:35](Cl)(=[O:37])=[O:36])=[CH:31][CH:30]=1.[OH-].[Na+].Cl. (8) Given the product [NH2:15][C:14]1[CH:13]=[C:12]([C:16]2[O:17][CH:18]=[CH:19][CH:20]=2)[NH:22][C:23]=1[C:24]([O:26][CH2:27][CH3:28])=[O:25], predict the reactants needed to synthesize it. The reactants are: CC1C=CC(S(O[C:12]([C:16]2[O:17][CH:18]=[CH:19][CH:20]=2)=[CH:13][C:14]#[N:15])(=O)=O)=CC=1.Cl.[NH2:22][CH:23](C(OCC)=O)[C:24]([O:26][CH2:27][CH3:28])=[O:25].[O-]CC.[Na+].Cl. (9) Given the product [Cl:1][C:2]1[N:3]([NH:13][C:14](=[O:16])[CH3:15])[CH:4]=[C:5]([C:7]2[CH:8]=[N:9][CH:10]=[CH:11][CH:12]=2)[N:6]=1, predict the reactants needed to synthesize it. The reactants are: [Cl:1][C:2]1[N:3]([NH2:13])[CH:4]=[C:5]([C:7]2[CH:8]=[N:9][CH:10]=[CH:11][CH:12]=2)[N:6]=1.[C:14](Cl)(=[O:16])[CH3:15].